From a dataset of Retrosynthesis with 50K atom-mapped reactions and 10 reaction types from USPTO. Predict the reactants needed to synthesize the given product. Given the product CN1CCN(C(=O)c2ccc3nc(-c4ccc(Br)cc4)n(C[C@@H]4CCN(C(=O)C5CC5)C4)c3c2)CC1, predict the reactants needed to synthesize it. The reactants are: CN1CCNCC1.O=C(O)c1ccc2nc(-c3ccc(Br)cc3)n(C[C@@H]3CCN(C(=O)C4CC4)C3)c2c1.